From a dataset of Forward reaction prediction with 1.9M reactions from USPTO patents (1976-2016). Predict the product of the given reaction. (1) The product is: [C:1]([C@H:5]1[C:23](=[O:24])[N:22]2[CH2:25][C@@H:19]([CH2:20][C@H:21]2[C:26]([OH:28])=[O:27])[O:18][C:17]2[N:30]=[CH:31][CH:32]=[CH:33][C:16]=2[CH2:15][CH2:14][CH2:13][CH2:12][CH2:11][CH2:10][CH2:9][O:8][C:7](=[O:34])[NH:6]1)([CH3:4])([CH3:2])[CH3:3]. Given the reactants [C:1]([C@H:5]1[C:23](=[O:24])[N:22]2[CH2:25][C@@H:19]([CH2:20][C@H:21]2[C:26]([O:28]C)=[O:27])[O:18][C:17]2[N:30]=[CH:31][CH:32]=[CH:33][C:16]=2[CH2:15][CH2:14][CH2:13][CH2:12][CH2:11][CH2:10][CH2:9][O:8][C:7](=[O:34])[NH:6]1)([CH3:4])([CH3:3])[CH3:2].O.Cl.CCOCC, predict the reaction product. (2) Given the reactants [CH:1]1[CH:2]=[CH:3][C:4]2[S:14][C:13]3[CH:12]=[CH:11][C:10]([C:15]([F:18])([F:17])[F:16])=[CH:9][C:8]=3[N:7]([CH2:19][CH2:20][CH2:21][N:22]3[CH2:27][CH2:26][N:25]([CH2:28][CH2:29][OH:30])[CH2:24][CH2:23]3)[C:5]=2[CH:6]=1.C(Cl)(=O)CCCC.[C:38]([OH:44])(=[O:43])[CH2:39][CH2:40][CH2:41][CH3:42], predict the reaction product. The product is: [CH:1]1[CH:2]=[CH:3][C:4]2[S:14][C:13]3[CH:12]=[CH:11][C:10]([C:15]([F:18])([F:17])[F:16])=[CH:9][C:8]=3[N:7]([CH2:19][CH2:20][CH2:21][N:22]3[CH2:23][CH2:24][N:25]([CH2:28][CH2:29][OH:30])[CH2:26][CH2:27]3)[C:5]=2[CH:6]=1.[C:38]([O-:44])(=[O:43])[CH2:39][CH2:40][CH2:41][CH3:42]. (3) Given the reactants [NH2:1][C:2]1[CH:3]=[C:4]([N:9]([CH3:25])[C:10]2[N:15]=[C:14]3[S:16][C:17]([NH:19][C:20]([CH:22]4[CH2:24][CH2:23]4)=[O:21])=[N:18][C:13]3=[CH:12][CH:11]=2)[CH:5]=[CH:6][C:7]=1[F:8].[Cl:26][C:27]1[CH:32]=[CH:31][C:30]([C:33]([F:36])([F:35])[F:34])=[CH:29][C:28]=1[N:37]=[C:38]=[O:39], predict the reaction product. The product is: [Cl:26][C:27]1[CH:32]=[CH:31][C:30]([C:33]([F:36])([F:35])[F:34])=[CH:29][C:28]=1[NH:37][C:38]([NH:1][C:2]1[CH:3]=[C:4]([N:9]([CH3:25])[C:10]2[N:15]=[C:14]3[S:16][C:17]([NH:19][C:20]([CH:22]4[CH2:23][CH2:24]4)=[O:21])=[N:18][C:13]3=[CH:12][CH:11]=2)[CH:5]=[CH:6][C:7]=1[F:8])=[O:39]. (4) Given the reactants [N:1]1([CH:7]2[CH2:12][CH2:11][N:10]([CH2:13][CH:14]([C:16]3[CH:21]=[CH:20][CH:19]=[CH:18][CH:17]=3)O)[CH2:9][CH2:8]2)[CH2:6][CH2:5][CH2:4][CH2:3][CH2:2]1.CS(Cl)(=O)=O.[N:27]1([CH2:32][CH2:33][N:34]2[CH2:39][CH2:38][NH:37][CH2:36][CH2:35]2)[CH:31]=[CH:30][N:29]=[CH:28]1, predict the reaction product. The product is: [N:27]1([CH2:32][CH2:33][N:34]2[CH2:35][CH2:36][N:37]([CH:14]([C:16]3[CH:21]=[CH:20][CH:19]=[CH:18][CH:17]=3)[CH2:13][N:10]3[CH2:11][CH2:12][CH:7]([N:1]4[CH2:6][CH2:5][CH2:4][CH2:3][CH2:2]4)[CH2:8][CH2:9]3)[CH2:38][CH2:39]2)[CH:31]=[CH:30][N:29]=[CH:28]1. (5) The product is: [CH2:20]([O:22][C:23]1[C:24]([C:25]([N:16]2[CH2:15][CH:14]3[CH2:13][N:12]([C:7]4[N:6]=[CH:5][C:4]5[C:9](=[CH:10][CH:11]=[C:2]([F:1])[CH:3]=5)[N:8]=4)[CH2:19][CH:18]3[CH2:17]2)=[O:26])=[CH:28][CH:29]=[CH:30][N:31]=1)[CH3:21]. Given the reactants [F:1][C:2]1[CH:3]=[C:4]2[C:9](=[CH:10][CH:11]=1)[N:8]=[C:7]([N:12]1[CH2:19][CH:18]3[CH:14]([CH2:15][NH:16][CH2:17]3)[CH2:13]1)[N:6]=[CH:5]2.[CH2:20]([O:22][C:23]1[N:31]=[CH:30][CH:29]=[CH:28][C:24]=1[C:25](O)=[O:26])[CH3:21], predict the reaction product. (6) Given the reactants [NH2:1][C:2]1[CH:7]=[C:6]([CH2:8][NH:9][C:10](=[O:23])[C:11]2[CH:16]=[CH:15][C:14]([O:17][CH2:18][C:19]([F:22])([F:21])[F:20])=[N:13][CH:12]=2)[CH:5]=[CH:4][N:3]=1.N1C=CC=CC=1.[C:30](Cl)(=[O:32])[CH3:31], predict the reaction product. The product is: [C:30]([NH:1][C:2]1[CH:7]=[C:6]([CH2:8][NH:9][C:10](=[O:23])[C:11]2[CH:16]=[CH:15][C:14]([O:17][CH2:18][C:19]([F:22])([F:20])[F:21])=[N:13][CH:12]=2)[CH:5]=[CH:4][N:3]=1)(=[O:32])[CH3:31]. (7) Given the reactants Cl.[NH2:2][CH2:3][C:4]1[CH:12]=[CH:11][CH:10]=[C:9]2[C:5]=1[C:6](=[O:22])[N:7]([CH:14]1[CH2:19][CH2:18][C:17](=[O:20])[NH:16][C:15]1=[O:21])[C:8]2=[O:13].N12CCCN=C1CCCCC2.ON1C2C=CC=CC=2N=N1.[Cl:44][C:45]1[CH:50]=[CH:49][C:48]([CH2:51][C:52](O)=[O:53])=[CH:47][CH:46]=1.Cl.CN(C)CCCN=C=NCC, predict the reaction product. The product is: [Cl:44][C:45]1[CH:50]=[CH:49][C:48]([CH2:51][C:52]([NH:2][CH2:3][C:4]2[CH:12]=[CH:11][CH:10]=[C:9]3[C:5]=2[C:6](=[O:22])[N:7]([CH:14]2[CH2:19][CH2:18][C:17](=[O:20])[NH:16][C:15]2=[O:21])[C:8]3=[O:13])=[O:53])=[CH:47][CH:46]=1. (8) Given the reactants [NH2:1][C:2]1[CH:7]=[CH:6][C:5]([C:8]2[CH2:12][CH2:11][N:10]([C:13](=[O:25])[CH2:14][C:15]3[CH:20]=[CH:19][C:18]([O:21][CH3:22])=[C:17]([O:23][CH3:24])[CH:16]=3)[N:9]=2)=[CH:4][CH:3]=1.[C:26]1([CH2:32][C:33](Cl)=[O:34])[CH:31]=[CH:30][CH:29]=[CH:28][CH:27]=1, predict the reaction product. The product is: [CH3:24][O:23][C:17]1[CH:16]=[C:15]([CH2:14][C:13]([N:10]2[CH2:11][CH2:12][C:8]([C:5]3[CH:4]=[CH:3][C:2]([NH:1][C:33](=[O:34])[CH2:32][C:26]4[CH:31]=[CH:30][CH:29]=[CH:28][CH:27]=4)=[CH:7][CH:6]=3)=[N:9]2)=[O:25])[CH:20]=[CH:19][C:18]=1[O:21][CH3:22].